From a dataset of Full USPTO retrosynthesis dataset with 1.9M reactions from patents (1976-2016). Predict the reactants needed to synthesize the given product. (1) Given the product [C:57]([N:50]1[C:51]2[C:56](=[CH:55][CH:54]=[CH:53][CH:52]=2)[C@H:47]([NH:46][C:36]2[CH:45]=[CH:44][C:39]([C:40]([O:42][CH3:43])=[O:41])=[CH:38][CH:37]=2)[C@@H:48]([CH3:63])[C@@H:49]1[CH:60]1[CH2:62][CH2:61]1)(=[O:59])[CH3:58], predict the reactants needed to synthesize it. The reactants are: CN(C1C(C2C(P(C3CCCCC3)C3CCCCC3)=CC=CC=2)=CC=CC=1)C.CC(C)([O-])C.[Na+].Br[C:36]1[CH:45]=[CH:44][C:39]([C:40]([O:42][CH3:43])=[O:41])=[CH:38][CH:37]=1.[NH2:46][C@H:47]1[C:56]2[C:51](=[CH:52][CH:53]=[CH:54][CH:55]=2)[N:50]([C:57](=[O:59])[CH3:58])[C@@H:49]([CH:60]2[CH2:62][CH2:61]2)[C@@H:48]1[CH3:63]. (2) Given the product [Cl:1][C:2]1[CH:7]=[CH:6][CH:5]=[CH:4][C:3]=1[CH:8]([O:12][CH3:13])[C:9]([NH:21][CH2:20][C:19]1[CH:22]=[CH:23][C:16]([C:15]#[N:14])=[CH:17][CH:18]=1)=[O:11], predict the reactants needed to synthesize it. The reactants are: [Cl:1][C:2]1[CH:7]=[CH:6][CH:5]=[CH:4][C:3]=1[CH:8]([O:12][CH3:13])[C:9]([OH:11])=O.[NH2:14][CH2:15][C:16]1[CH:23]=[CH:22][C:19]([C:20]#[N:21])=[CH:18][CH:17]=1.